This data is from Reaction yield outcomes from USPTO patents with 853,638 reactions. The task is: Predict the reaction yield, written as a fraction of the theoretical maximum amount of product (1.0 means a 100% yield; for example, 0.34 means a 34% yield). The reactants are [F:1][CH:2]([F:25])[O:3][C:4]1[CH:24]=[CH:23][C:7]2[NH:8][C:9]([S:11][CH2:12][C:13]3[C:18]([O:19][CH3:20])=[C:17]([O:21][CH3:22])[CH:16]=[CH:15][N:14]=3)=[N:10][C:6]=2[CH:5]=1.[OH-].[Na+].[O-]Cl.[Na+].S(S([O-])=O)([O-])(=O)=[O:32].[Na+].[Na+].Cl. The catalyst is O.C(#N)C. The product is [CH3:22][O:21][C:17]1[CH:16]=[CH:15][N:14]=[C:13]([CH2:12][S+:11]([O-:32])[C:9]2[NH:8][C:7]3[CH:23]=[CH:24][C:4]([O:3][CH:2]([F:1])[F:25])=[CH:5][C:6]=3[N:10]=2)[C:18]=1[O:19][CH3:20]. The yield is 0.538.